Dataset: Forward reaction prediction with 1.9M reactions from USPTO patents (1976-2016). Task: Predict the product of the given reaction. (1) Given the reactants [CH:1]1([C:4](O)=O)[CH2:3][CH2:2]1.C1N=CN(C(N2C=NC=C2)=O)C=1.[CH:19]1([C:22]2[C:23]([O:32][CH2:33][CH:34]3[CH2:36][CH2:35]3)=[CH:24][C:25]([C:28](=[N:30][OH:31])[NH2:29])=[N:26][CH:27]=2)[CH2:21][CH2:20]1, predict the reaction product. The product is: [CH:1]1([C:4]2[O:31][N:30]=[C:28]([C:25]3[CH:24]=[C:23]([O:32][CH2:33][CH:34]4[CH2:36][CH2:35]4)[C:22]([CH:19]4[CH2:21][CH2:20]4)=[CH:27][N:26]=3)[N:29]=2)[CH2:3][CH2:2]1. (2) Given the reactants [CH3:1][N:2]1[CH2:7][C@@H:6]2[CH2:8][C@H:3]1[CH2:4][N:5]2[C:9]1[N:14]=[CH:13][C:12]([C:15]2[N:20]3[N:21]=[C:22]([C:24]4[CH:29]=[CH:28][N:27]=[CH:26][CH:25]=4)[CH:23]=[C:19]3[N:18]=[CH:17][CH:16]=2)=[CH:11][CH:10]=1.C(O)(=O)C.[I:34]N1C(=O)CCC1=O, predict the reaction product. The product is: [I:34][C:23]1[C:22]([C:24]2[CH:29]=[CH:28][N:27]=[CH:26][CH:25]=2)=[N:21][N:20]2[C:15]([C:12]3[CH:13]=[N:14][C:9]([N:5]4[CH2:4][C@@H:3]5[CH2:8][C@H:6]4[CH2:7][N:2]5[CH3:1])=[CH:10][CH:11]=3)=[CH:16][CH:17]=[N:18][C:19]=12. (3) Given the reactants Br[C:2]1[CH:3]=[CH:4][C:5]2[N:10]([CH2:11][C:12]3[CH:17]=[CH:16][C:15]([O:18][CH3:19])=[CH:14][CH:13]=3)[C:9](=[O:20])[O:8][C:7]([CH2:25][NH:26][C:27](=[O:35])[C:28]3[CH:33]=[CH:32][C:31]([F:34])=[CH:30][CH:29]=3)([C:21]([F:24])([F:23])[F:22])[C:6]=2[CH:36]=1.[I-:37].[Na+].CNCCNC, predict the reaction product. The product is: [I:37][C:2]1[CH:3]=[CH:4][C:5]2[N:10]([CH2:11][C:12]3[CH:17]=[CH:16][C:15]([O:18][CH3:19])=[CH:14][CH:13]=3)[C:9](=[O:20])[O:8][C:7]([CH2:25][NH:26][C:27](=[O:35])[C:28]3[CH:33]=[CH:32][C:31]([F:34])=[CH:30][CH:29]=3)([C:21]([F:24])([F:23])[F:22])[C:6]=2[CH:36]=1.